This data is from Forward reaction prediction with 1.9M reactions from USPTO patents (1976-2016). The task is: Predict the product of the given reaction. (1) Given the reactants [CH3:1][O:2][C:3]1[CH:9]=[CH:8][C:6]([NH2:7])=[CH:5][C:4]=1[O:10][CH2:11][CH2:12][O:13][CH3:14].[CH3:15][C:16]1([CH3:24])[O:23][C:21](=[O:22])[CH2:20][C:18](=[O:19])[O:17]1.[CH:25](OC)(OC)OC, predict the reaction product. The product is: [CH3:1][O:2][C:3]1[CH:9]=[CH:8][C:6]([NH:7][CH:25]=[C:20]2[C:21](=[O:22])[O:23][C:16]([CH3:24])([CH3:15])[O:17][C:18]2=[O:19])=[CH:5][C:4]=1[O:10][CH2:11][CH2:12][O:13][CH3:14]. (2) Given the reactants [CH2:1]([O:8][C:9]1[CH:30]=[C:29]([O:31][CH2:32][C:33]2[CH:38]=[CH:37][CH:36]=[CH:35][CH:34]=2)[C:28]([C:39]([CH3:41])=[CH2:40])=[CH:27][C:10]=1[C:11]([NH:13][C:14]1[CH:19]=[CH:18][C:17]([CH2:20][N:21]2[CH2:26][CH2:25][O:24][CH2:23][CH2:22]2)=[CH:16][CH:15]=1)=[O:12])[C:2]1[CH:7]=[CH:6][CH:5]=[CH:4][CH:3]=1.[H-].[Na+].[CH2:44](Br)[C:45]1[CH:50]=[CH:49][CH:48]=[CH:47][CH:46]=1, predict the reaction product. The product is: [CH2:44]([N:13]([C:14]1[CH:15]=[CH:16][C:17]([CH2:20][N:21]2[CH2:26][CH2:25][O:24][CH2:23][CH2:22]2)=[CH:18][CH:19]=1)[C:11](=[O:12])[C:10]1[CH:27]=[C:28]([C:39]([CH3:41])=[CH2:40])[C:29]([O:31][CH2:32][C:33]2[CH:38]=[CH:37][CH:36]=[CH:35][CH:34]=2)=[CH:30][C:9]=1[O:8][CH2:1][C:2]1[CH:3]=[CH:4][CH:5]=[CH:6][CH:7]=1)[C:45]1[CH:50]=[CH:49][CH:48]=[CH:47][CH:46]=1. (3) The product is: [Cl:1][C:2]1[N:3]=[C:4]([NH:12][C:13]2[CH:14]=[CH:15][C:16]([CH2:19][C:20]([O:22][C:23]([CH3:26])([CH3:25])[CH3:24])=[O:21])=[CH:17][CH:18]=2)[C:5]2[CH2:10][CH2:9][CH2:8][C:6]=2[N:7]=1. Given the reactants [Cl:1][C:2]1[N:3]=[C:4](Cl)[C:5]2[CH2:10][CH2:9][CH2:8][C:6]=2[N:7]=1.[NH2:12][C:13]1[CH:18]=[CH:17][C:16]([CH2:19][C:20]([O:22][C:23]([CH3:26])([CH3:25])[CH3:24])=[O:21])=[CH:15][CH:14]=1.C(N(C(C)C)CC)(C)C, predict the reaction product. (4) Given the reactants [F:1][C:2]1[CH:7]=[CH:6][C:5]([CH2:8][C:9]#[N:10])=[CH:4][CH:3]=1.[Cl:11][C:12]1[C:13]([F:20])=[C:14]([CH:17]=[CH:18][CH:19]=1)[CH:15]=O.C[O-].[Na+], predict the reaction product. The product is: [Cl:11][C:12]1[C:13]([F:20])=[C:14](/[CH:15]=[C:8](/[C:5]2[CH:6]=[CH:7][C:2]([F:1])=[CH:3][CH:4]=2)\[C:9]#[N:10])[CH:17]=[CH:18][CH:19]=1. (5) Given the reactants [CH3:1][O:2][C:3]1[CH:4]=[C:5]2[O:9][C:8]([C:10]3[N:11]=[C:12]4[N:16]([CH:17]=3)[N:15]=[C:14]([O:18][CH3:19])[S:13]4)=[CH:7][C:6]2=[C:20]([OH:22])[CH:21]=1.C1(P(C2C=CC=CC=2)C2C=CC=CC=2)C=CC=CC=1.[N:42]1[CH:47]=[CH:46][CH:45]=[N:44][C:43]=1[C:48]1[CH:49]=[C:50]([CH2:54]O)[CH:51]=[CH:52][CH:53]=1.N(C(OC(C)C)=O)=NC(OC(C)C)=O, predict the reaction product. The product is: [CH3:19][O:18][C:14]1[S:13][C:12]2=[N:11][C:10]([C:8]3[O:9][C:5]4[CH:4]=[C:3]([O:2][CH3:1])[CH:21]=[C:20]([O:22][CH2:54][C:50]5[CH:51]=[CH:52][CH:53]=[C:48]([C:43]6[N:42]=[CH:47][CH:46]=[CH:45][N:44]=6)[CH:49]=5)[C:6]=4[CH:7]=3)=[CH:17][N:16]2[N:15]=1.